Dataset: Catalyst prediction with 721,799 reactions and 888 catalyst types from USPTO. Task: Predict which catalyst facilitates the given reaction. (1) Reactant: [CH3:1][O:2][C:3]1[N:8]=[C:7]([O:9][CH3:10])[C:6]([C:11]2[CH:20]=[C:19]3[C:14]([C:15](Cl)=[C:16]([C:21]([NH2:23])=[O:22])[CH:17]=[N:18]3)=[CH:13][CH:12]=2)=[CH:5][N:4]=1.[NH2:25][C:26]1[CH:27]=[C:28]([CH:32]=[C:33]([C:35]2[O:36][CH:37]=[CH:38][CH:39]=2)[CH:34]=1)[C:29]([OH:31])=[O:30]. Product: [NH2:23][C:21]([C:16]1[CH:17]=[N:18][C:19]2[C:14]([C:15]=1[NH:25][C:26]1[CH:27]=[C:28]([CH:32]=[C:33]([C:35]3[O:36][CH:37]=[CH:38][CH:39]=3)[CH:34]=1)[C:29]([OH:31])=[O:30])=[CH:13][CH:12]=[C:11]([C:6]1[C:7]([O:9][CH3:10])=[N:8][C:3]([O:2][CH3:1])=[N:4][CH:5]=1)[CH:20]=2)=[O:22]. The catalyst class is: 15. (2) Reactant: [I-].[CH3:2][S+](C)(C)=O.[H-].[Na+].[CH3:9][N:10]1[C:22]2[C:13](=[C:14]3[C:19](=[CH:20][CH:21]=2)[N:18]=[CH:17][CH:16]=[CH:15]3)[N:12]=[C:11]1/[CH:23]=[CH:24]/[C:25]1[CH:34]=[CH:33][C:32]2[C:27](=[CH:28][CH:29]=[CH:30][CH:31]=2)[N:26]=1.[OH-].[K+]. Product: [CH3:9][N:10]1[C:22]2[C:13](=[C:14]3[C:19](=[CH:20][CH:21]=2)[N:18]=[CH:17][CH:16]=[CH:15]3)[N:12]=[C:11]1[CH:23]1[CH2:2][CH:24]1[C:25]1[CH:34]=[CH:33][C:32]2[C:27](=[CH:28][CH:29]=[CH:30][CH:31]=2)[N:26]=1. The catalyst class is: 3. (3) Reactant: Br[C:2]1[CH:11]=[CH:10][CH:9]=[C:8]2[C:3]=1[CH:4]=[CH:5][CH:6]=[N:7]2.[CH2:12]([Sn](CCCC)(CCCC)CCCC)[CH:13]=[CH2:14].[F-].[K+]. Product: [CH2:14]([C:2]1[CH:11]=[CH:10][CH:9]=[C:8]2[C:3]=1[CH:4]=[CH:5][CH:6]=[N:7]2)[CH:13]=[CH2:12]. The catalyst class is: 11. (4) Reactant: [CH:1]([NH:4][CH2:5][C:6]1[CH:7]=[C:8]([C:12]2[CH:17]=[C:16]([N+:18]([O-])=O)[CH:15]=[CH:14][C:13]=2[O:21][CH3:22])[CH:9]=[CH:10][CH:11]=1)([CH3:3])[CH3:2]. Product: [CH:1]([NH:4][CH2:5][C:6]1[CH:7]=[C:8]([C:12]2[CH:17]=[C:16]([CH:15]=[CH:14][C:13]=2[O:21][CH3:22])[NH2:18])[CH:9]=[CH:10][CH:11]=1)([CH3:3])[CH3:2]. The catalyst class is: 403. (5) Reactant: C(OC([N:8]1[C:16]2[CH2:15][CH2:14][CH2:13][C@@H:12]([N:17]3[CH2:21][CH2:20][CH:19]([CH2:22][C:23]4[C:28]([Cl:29])=[CH:27][C:26](OS(C(F)(F)F)(=O)=O)=[CH:25][C:24]=4[Cl:38])[C:18]3=[O:39])[C:11]=2[CH:10]=[N:9]1)=O)(C)(C)C.C(OC(N1C=C2C(CCC[C@H]2N2CCC(CC3C(Cl)=CC(OS(C(F)(F)F)(=O)=O)=CC=3Cl)C2=O)=N1)=O)(C)(C)C.C(=O)([O-])[O-].[Na+].[Na+].[F:85][C:86]1[CH:91]=[CH:90][C:89](B(O)O)=[CH:88][CH:87]=1.[Li+].[OH-]. Product: [Cl:38][C:24]1[CH:25]=[C:26]([C:89]2[CH:90]=[CH:91][C:86]([F:85])=[CH:87][CH:88]=2)[CH:27]=[C:28]([Cl:29])[C:23]=1[CH2:22][C@@H:19]1[CH2:20][CH2:21][N:17]([CH:12]2[CH2:13][CH2:14][CH2:15][C:16]3[NH:8][N:9]=[CH:10][C:11]2=3)[C:18]1=[O:39]. The catalyst class is: 176. (6) Reactant: [F:1][C:2]1[CH:3]=[CH:4][C:5]2[O:9][C:8]([C:10]([O:12][CH3:13])=[O:11])=[C:7]([CH3:14])[C:6]=2[CH:15]=1.[Br:16]N1C(=O)CCC1=O.N(C(C)(C)C#N)=NC(C)(C)C#N. Product: [Br:16][CH2:14][C:7]1[C:6]2[CH:15]=[C:2]([F:1])[CH:3]=[CH:4][C:5]=2[O:9][C:8]=1[C:10]([O:12][CH3:13])=[O:11]. The catalyst class is: 10. (7) Reactant: C(N(CC)C(C)C)C.[Cl:9][C:10]1[C:19]2[N:18]([CH3:20])[O:17][CH:16]3[N:21]([C:27]([O:29][C:30]([CH3:33])([CH3:32])[CH3:31])=[O:28])[C@H:22]([C:24]([OH:26])=[O:25])[CH2:23][C@@:15]3([O:34][C:35]([O:37][C:38]([CH3:41])([CH3:40])[CH3:39])=[O:36])[C:14]=2[CH:13]=[CH:12][CH:11]=1.[C:42]([O:45][C@@H:46]1[C:55]([CH3:56])=[CH:54][C@@H:53]2[C@@:48]([OH:63])([C@@H:49]([CH3:62])[CH2:50][CH2:51][C@H:52]2[C:57]([CH3:61])=[C:58]([F:60])[F:59])[C@H:47]1O)(=[O:44])[CH3:43]. Product: [C:38]([O:37][C:35]([O:34][C@@:15]12[CH2:23][C@@H:22]([C:24]([O:26][C@H:47]3[C@@:48]4([OH:63])[C@H:53]([C@H:52]([C:57]([CH3:61])=[C:58]([F:60])[F:59])[CH2:51][CH2:50][C@@H:49]4[CH3:62])[CH:54]=[C:55]([CH3:56])[C@H:46]3[O:45][C:42](=[O:44])[CH3:43])=[O:25])[N:21]([C:27]([O:29][C:30]([CH3:33])([CH3:32])[CH3:31])=[O:28])[C@@H:16]1[O:17][N:18]([CH3:20])[C:19]1[C:10]([Cl:9])=[CH:11][CH:12]=[CH:13][C:14]=12)=[O:36])([CH3:41])([CH3:40])[CH3:39]. The catalyst class is: 112.